Dataset: Full USPTO retrosynthesis dataset with 1.9M reactions from patents (1976-2016). Task: Predict the reactants needed to synthesize the given product. (1) Given the product [Cl:27][C:25]1[CH:26]=[C:21]([C:15]2[C:14]3[N:28]([CH2:29][C@H:30]4[CH2:35][CH2:34][C@H:33]([CH3:36])[CH2:32][CH2:31]4)[C:11]([N:1]4[CH2:6][CH2:5][NH:4][C@@H:3]5[CH2:7][CH2:8][CH2:9][C@@H:2]45)=[N:12][C:13]=3[CH:18]=[C:17]([C:19]#[N:20])[N:16]=2)[CH:22]=[N:23][CH:24]=1, predict the reactants needed to synthesize it. The reactants are: [NH:1]1[CH2:6][CH2:5][NH:4][C@@H:3]2[CH2:7][CH2:8][CH2:9][C@@H:2]12.Br[C:11]1[N:28]([CH2:29][C@H:30]2[CH2:35][CH2:34][C@H:33]([CH3:36])[CH2:32][CH2:31]2)[C:14]2[C:15]([C:21]3[CH:22]=[N:23][CH:24]=[C:25]([Cl:27])[CH:26]=3)=[N:16][C:17]([C:19]#[N:20])=[CH:18][C:13]=2[N:12]=1.[F-].[K+].CCN(C(C)C)C(C)C. (2) Given the product [ClH:36].[CH3:1][N:2]1[C:6]([C:7]([F:8])([F:9])[F:10])=[CH:5][C:4]([NH:11][C:12]([N:14]2[C:22]3[C:17](=[CH:18][C:19]([O:23][C:24]4[CH:29]=[C:28]([CH2:30][NH:31][CH3:32])[N:27]=[CH:26][N:25]=4)=[CH:20][CH:21]=3)[CH:16]=[CH:15]2)=[O:13])=[N:3]1, predict the reactants needed to synthesize it. The reactants are: [CH3:1][N:2]1[C:6]([C:7]([F:10])([F:9])[F:8])=[CH:5][C:4]([NH:11][C:12]([N:14]2[C:22]3[C:17](=[CH:18][C:19]([O:23][C:24]4[CH:29]=[C:28]([CH2:30][NH:31][CH3:32])[N:27]=[CH:26][N:25]=4)=[CH:20][CH:21]=3)[CH:16]=[CH:15]2)=[O:13])=[N:3]1.C(O)C.[ClH:36]. (3) Given the product [Cl:1][C:2]1[CH:3]=[C:4]([C:9]2([C:23]([F:24])([F:26])[F:25])[O:13][N:12]=[C:11]([C:14]3[CH:21]=[CH:20][C:17]([CH:18]([OH:19])[CH3:29])=[C:16]([CH3:22])[CH:15]=3)[CH2:10]2)[CH:5]=[C:6]([Cl:8])[CH:7]=1, predict the reactants needed to synthesize it. The reactants are: [Cl:1][C:2]1[CH:3]=[C:4]([C:9]2([C:23]([F:26])([F:25])[F:24])[O:13][N:12]=[C:11]([C:14]3[CH:21]=[CH:20][C:17]([CH:18]=[O:19])=[C:16]([CH3:22])[CH:15]=3)[CH2:10]2)[CH:5]=[C:6]([Cl:8])[CH:7]=1.[Cl-].[Li+].[CH3:29][Mg]Br. (4) The reactants are: C(C1[CH:7]=[C:6]([Cl:8])[O:5][N:4]=1)C.[OH-:9].[Li+].[O:11]1[CH2:16][CH2:15]OCC1. Given the product [Cl:8][C:6]1[O:5][N:4]=[C:15]([C:16]([OH:11])=[O:9])[CH:7]=1, predict the reactants needed to synthesize it. (5) Given the product [Cl:13][C:11]1[CH:10]=[CH:9][C:3]([O:4][CH2:5][C:6]([OH:8])=[O:7])=[C:2]([C:15]#[C:14][C:16]2[CH:21]=[CH:20][CH:19]=[CH:18][C:17]=2[O:22][CH3:23])[CH:12]=1, predict the reactants needed to synthesize it. The reactants are: Br[C:2]1[CH:12]=[C:11]([Cl:13])[CH:10]=[CH:9][C:3]=1[O:4][CH2:5][C:6]([OH:8])=[O:7].[C:14]([C:16]1[CH:21]=[CH:20][CH:19]=[CH:18][C:17]=1[O:22][CH3:23])#[CH:15].C(N(CC)CC)C. (6) Given the product [N:6]1[CH:11]=[CH:10][CH:9]=[C:8]([CH2:12][CH2:13][N:14]([CH2:25][C:26]2[CH:31]=[CH:30][N:29]=[CH:28][CH:27]=2)[CH2:15][CH2:16][CH2:17][OH:18])[CH:7]=1, predict the reactants needed to synthesize it. The reactants are: CO.Cl.CO.[N:6]1[CH:11]=[CH:10][CH:9]=[C:8]([CH2:12][CH2:13][N:14]([CH2:25][C:26]2[CH:31]=[CH:30][N:29]=[CH:28][CH:27]=2)[CH2:15][CH2:16][CH2:17][O:18]C2CCCCO2)[CH:7]=1. (7) Given the product [CH2:9]([O:8][C:6](=[O:7])[C:5]1[CH:11]=[CH:12][CH:13]=[C:3]([C:1]2[C:32]3[C:31](=[CH:30][C:29]([O:28][CH2:26][CH3:27])=[C:37]4[O:36][C:35]([CH3:39])([CH3:38])[CH2:34][C:33]4=3)[CH2:40][C:41]([CH3:42])([CH3:43])[N:2]=2)[CH:4]=1)[CH3:10], predict the reactants needed to synthesize it. The reactants are: [C:1]([C:3]1[CH:4]=[C:5]([CH:11]=[CH:12][CH:13]=1)[C:6]([O:8][CH2:9][CH3:10])=[O:7])#[N:2].C1(C)C=CC=CC=1.S(=O)(=O)(O)O.[CH2:26]([O:28][C:29]1[C:37]2[O:36][C:35]([CH3:39])([CH3:38])[CH2:34][C:33]=2[CH:32]=[C:31]([CH:40](O)[CH:41]([CH3:43])[CH3:42])[CH:30]=1)[CH3:27]. (8) Given the product [CH:1]1([N:4]2[CH:8]=[C:7]([C:9]3[CH:10]=[C:11]4[C:16](=[CH:17][CH:18]=3)[N:15]([C:19](=[O:21])[CH3:20])[C@@H:14]([CH3:22])[CH2:13][N:12]4[C:24]3[C:32]4[C:27](=[CH:28][CH:29]=[CH:30][CH:31]=4)[N:26]([CH:33]4[CH2:38][CH2:37][CH2:36][CH2:35][O:34]4)[N:25]=3)[CH:6]=[N:5]2)[CH2:3][CH2:2]1, predict the reactants needed to synthesize it. The reactants are: [CH:1]1([N:4]2[CH:8]=[C:7]([C:9]3[CH:10]=[C:11]4[C:16](=[CH:17][CH:18]=3)[N:15]([C:19](=[O:21])[CH3:20])[C@@H:14]([CH3:22])[CH2:13][NH:12]4)[CH:6]=[N:5]2)[CH2:3][CH2:2]1.Br[C:24]1[C:32]2[C:27](=[CH:28][CH:29]=[CH:30][CH:31]=2)[N:26]([CH:33]2[CH2:38][CH2:37][CH2:36][CH2:35][O:34]2)[N:25]=1.C1(P(C2C=CC=CC=2)C2C3OC4C(=CC=CC=4P(C4C=CC=CC=4)C4C=CC=CC=4)C(C)(C)C=3C=CC=2)C=CC=CC=1.C(=O)([O-])[O-].[Cs+].[Cs+]. (9) Given the product [Br:1][C:2]1[S:3][CH:4]=[CH:5][C:6]=1[CH2:7][CH2:8][NH2:9], predict the reactants needed to synthesize it. The reactants are: [Br:1][C:2]1[S:3][CH:4]=[CH:5][C:6]=1[CH2:7][C:8]#[N:9].B.C1COCC1.